This data is from Full USPTO retrosynthesis dataset with 1.9M reactions from patents (1976-2016). The task is: Predict the reactants needed to synthesize the given product. (1) Given the product [Cl:66][C:67]1[CH:74]=[CH:73][C:70]([CH2:71][NH:72][C:10]([C:8]2[CH:9]=[C:4]3[C:5]([C:15](=[O:17])[N:29]([C:23]4[CH:22]=[CH:21][C:26]([O:49][CH3:45])=[C:25]([O:27][CH3:28])[N:24]=4)[C:2](=[S:3])[NH:1]3)=[CH:6][C:7]=2[CH3:14])=[O:12])=[CH:69][CH:68]=1, predict the reactants needed to synthesize it. The reactants are: [N:1]([C:4]1[CH:9]=[C:8]([C:10]([O:12]C)=O)[C:7]([CH3:14])=[CH:6][C:5]=1[C:15]([O:17]C)=O)=[C:2]=[S:3].CO[C:21]1[CH:26]=[C:25]([O:27][CH3:28])[N:24]=[C:23]([NH2:29])[CH:22]=1.[OH-].[Na+].Cl.CCN(C(C)C)C(C)C.CN([C:45]([O:49]N1N=NC2C=CC=NC1=2)=[N+](C)C)C.F[P-](F)(F)(F)(F)F.[Cl:66][C:67]1[CH:74]=[CH:73][C:70]([CH2:71][NH2:72])=[CH:69][CH:68]=1. (2) Given the product [CH3:11][CH:10]1[C:3]2[C:2]([N:22]3[CH2:21][CH2:20][N:19]([C:12]([O:14][C:15]([CH3:18])([CH3:17])[CH3:16])=[O:13])[CH2:24][CH2:23]3)=[N:7][CH:6]=[N:5][C:4]=2[CH2:8][S:9]1, predict the reactants needed to synthesize it. The reactants are: Cl[C:2]1[C:3]2[CH:10]([CH3:11])[S:9][CH2:8][C:4]=2[N:5]=[CH:6][N:7]=1.[C:12]([N:19]1[CH2:24][CH2:23][NH:22][CH2:21][CH2:20]1)([O:14][C:15]([CH3:18])([CH3:17])[CH3:16])=[O:13]. (3) Given the product [CH:1]([O:4][C:5]1[N:6]=[CH:7][C:8]([CH2:11][O:12][C:13]2[CH:21]=[CH:20][C:19]3[NH:18][C:17]4[CH:22]([CH2:25][C:26]([OH:28])=[O:27])[CH2:23][CH2:24][C:16]=4[C:15]=3[CH:14]=2)=[N:9][CH:10]=1)([CH3:3])[CH3:2], predict the reactants needed to synthesize it. The reactants are: [CH:1]([O:4][C:5]1[N:6]=[CH:7][C:8]([CH2:11][O:12][C:13]2[CH:21]=[CH:20][C:19]3[NH:18][C:17]4[CH:22]([CH2:25][C:26]([O:28]CC)=[O:27])[CH2:23][CH2:24][C:16]=4[C:15]=3[CH:14]=2)=[N:9][CH:10]=1)([CH3:3])[CH3:2].[Li+].[OH-].O.Cl.